This data is from Forward reaction prediction with 1.9M reactions from USPTO patents (1976-2016). The task is: Predict the product of the given reaction. (1) Given the reactants [CH3:1][N:2]1[C:6]([CH:7]([CH3:10])[CH2:8][NH2:9])=[CH:5][N:4]=[C:3]1[C:11]1[CH:16]=[CH:15][CH:14]=[CH:13][CH:12]=1.[F:17][C:18]([F:34])([F:33])[C:19]1[O:23][N:22]=[C:21]([C:24]2[CH:25]=[N:26][CH:27]=[C:28]([CH:32]=2)[C:29](O)=[O:30])[N:20]=1, predict the reaction product. The product is: [CH3:1][N:2]1[C:6]([CH:7]([CH3:10])[CH2:8][NH:9][C:29](=[O:30])[C:28]2[CH:32]=[C:24]([C:21]3[N:20]=[C:19]([C:18]([F:34])([F:33])[F:17])[O:23][N:22]=3)[CH:25]=[N:26][CH:27]=2)=[CH:5][N:4]=[C:3]1[C:11]1[CH:16]=[CH:15][CH:14]=[CH:13][CH:12]=1. (2) The product is: [CH3:1][C@@:2]1([CH2:13][O:14][C:15]2[CH:20]=[CH:19][C:18]([N:21]3[CH2:26][CH2:25][N:24]([CH2:27][C:47]4[CH:46]=[CH:45][C:44]([O:43][C:42]([F:41])([F:52])[F:53])=[CH:51][CH:50]=4)[CH2:23][CH2:22]3)=[CH:17][CH:16]=2)[O:6][C:5]2=[N:7][C:8]([N+:10]([O-:12])=[O:11])=[CH:9][N:4]2[CH2:3]1. Given the reactants [CH3:1][C@@:2]1([CH2:13][O:14][C:15]2[CH:20]=[CH:19][C:18]([N:21]3[CH2:26][CH2:25][N:24]([C:27](OC(C)(C)C)=O)[CH2:23][CH2:22]3)=[CH:17][CH:16]=2)[O:6][C:5]2=[N:7][C:8]([N+:10]([O-:12])=[O:11])=[CH:9][N:4]2[CH2:3]1.FC(F)(F)C(O)=O.[F:41][C:42]([F:53])([F:52])[O:43][C:44]1[CH:51]=[CH:50][C:47](C=O)=[CH:46][CH:45]=1.C(O[BH-](OC(=O)C)OC(=O)C)(=O)C.[Na+].C(=O)([O-])O.[Na+], predict the reaction product.